From a dataset of Peptide-MHC class I binding affinity with 185,985 pairs from IEDB/IMGT. Regression. Given a peptide amino acid sequence and an MHC pseudo amino acid sequence, predict their binding affinity value. This is MHC class I binding data. The peptide sequence is TLLVLGILLVVAGL. The MHC is H-2-Db with pseudo-sequence H-2-Db. The binding affinity (normalized) is 0.0301.